From a dataset of Reaction yield outcomes from USPTO patents with 853,638 reactions. Predict the reaction yield, written as a fraction of the theoretical maximum amount of product (1.0 means a 100% yield; for example, 0.34 means a 34% yield). (1) The catalyst is CN(C=O)C. The yield is 0.580. The reactants are [CH2:1]([N:3]([CH2:38][CH3:39])[CH2:4][CH2:5][CH2:6][NH:7][C:8]1[N:9]=[C:10]([C:27]2[CH:28]=[C:29]([CH:33]=[C:34]([F:37])[C:35]=2[CH3:36])[C:30]([OH:32])=O)[C:11]2[CH:17]=[CH:16][C:15](=[O:18])[N:14]([C:19]3[C:24]([F:25])=[CH:23][CH:22]=[CH:21][C:20]=3[F:26])[C:12]=2[N:13]=1)[CH3:2].CN(C(O[N:48]1N=N[C:50]2[CH:51]=CC=C[C:49]1=2)=[N+](C)C)C.F[P-](F)(F)(F)(F)F.C(N(CC)CC)C.C(N)CC. The product is [CH2:1]([N:3]([CH2:38][CH3:39])[CH2:4][CH2:5][CH2:6][NH:7][C:8]1[N:9]=[C:10]([C:27]2[CH:28]=[C:29]([CH:33]=[C:34]([F:37])[C:35]=2[CH3:36])[C:30]([NH:48][CH2:49][CH2:50][CH3:51])=[O:32])[C:11]2[CH:17]=[CH:16][C:15](=[O:18])[N:14]([C:19]3[C:20]([F:26])=[CH:21][CH:22]=[CH:23][C:24]=3[F:25])[C:12]=2[N:13]=1)[CH3:2]. (2) The reactants are [Cl:1][C:2]1[CH:7]=[CH:6][CH:5]=[CH:4][C:3]=1[N:8]1[CH:13]=[CH:12][C:11](=[O:14])[C:10]([C:15](=O)[CH:16]=[CH:17][N:18](C)C)=[N:9]1.[C:22]1([NH:28]N)[CH:27]=[CH:26][CH:25]=[CH:24][CH:23]=1. The catalyst is CO. The product is [Cl:1][C:2]1[CH:7]=[CH:6][CH:5]=[CH:4][C:3]=1[N:8]1[CH:13]=[CH:12][C:11](=[O:14])[C:10]([C:15]2[N:28]([C:22]3[CH:27]=[CH:26][CH:25]=[CH:24][CH:23]=3)[N:18]=[CH:17][CH:16]=2)=[N:9]1. The yield is 0.0800. (3) The reactants are [C:1]([O:5][C:6]([N:8]1[CH2:13][CH2:12][CH:11]([OH:14])[CH2:10][CH2:9]1)=[O:7])([CH3:4])([CH3:3])[CH3:2].[CH3:15][O:16][C:17]1[CH:22]=[C:21]([N+:23]([O-:25])=[O:24])[CH:20]=[CH:19][C:18]=1O.C1(P(C2C=CC=CC=2)C2C=CC=CC=2)C=CC=CC=1.N(C(OCC)=O)=NC(OCC)=O. The catalyst is ClCCl. The product is [C:1]([O:5][C:6]([N:8]1[CH2:13][CH2:12][CH:11]([O:14][C:18]2[CH:19]=[CH:20][C:21]([N+:23]([O-:25])=[O:24])=[CH:22][C:17]=2[O:16][CH3:15])[CH2:10][CH2:9]1)=[O:7])([CH3:4])([CH3:2])[CH3:3]. The yield is 0.820.